Dataset: Reaction yield outcomes from USPTO patents with 853,638 reactions. Task: Predict the reaction yield, written as a fraction of the theoretical maximum amount of product (1.0 means a 100% yield; for example, 0.34 means a 34% yield). (1) The reactants are C(O[C:4]([C:6]1[C:14]2[CH2:13][CH2:12][N:11]([C:15]3[CH:20]=[CH:19][C:18]([N:21]4[CH2:26][CH2:25][CH2:24][CH2:23][C:22]4=[O:27])=[CH:17][CH:16]=3)[C:10](=[O:28])[C:9]=2[N:8]([C:29]2[CH:34]=[CH:33][C:32]([O:35][CH3:36])=[CH:31][CH:30]=2)[N:7]=1)=O)C.[Li+].[BH4-].C(Cl)Cl.P(Br)(Br)Br. The catalyst is C1COCC1.CC(O)=O.[Zn]. The product is [CH3:36][O:35][C:32]1[CH:31]=[CH:30][C:29]([N:8]2[C:9]3[C:10](=[O:28])[N:11]([C:15]4[CH:20]=[CH:19][C:18]([N:21]5[CH2:26][CH2:25][CH2:24][CH2:23][C:22]5=[O:27])=[CH:17][CH:16]=4)[CH2:12][CH2:13][C:14]=3[C:6]([CH3:4])=[N:7]2)=[CH:34][CH:33]=1. The yield is 0.580. (2) The reactants are C[O:2][C:3](=[O:22])[CH2:4][CH2:5][CH2:6][CH2:7][CH2:8][NH:9][C:10]([C:12]1[CH:21]=[CH:20][C:19]2[C:14](=[CH:15][CH:16]=[CH:17][CH:18]=2)[CH:13]=1)=[O:11].[Li+].[OH-].Cl. The catalyst is O1CCCC1. The product is [CH:13]1[C:14]2[C:19](=[CH:18][CH:17]=[CH:16][CH:15]=2)[CH:20]=[CH:21][C:12]=1[C:10]([NH:9][CH2:8][CH2:7][CH2:6][CH2:5][CH2:4][C:3]([OH:22])=[O:2])=[O:11]. The yield is 0.790. (3) The reactants are [C:1]([O:5][C:6]([N:8]1[CH2:12][C@H:11]([OH:13])[CH2:10][C@H:9]1[C:14]([OH:16])=O)=[O:7])([CH3:4])([CH3:3])[CH3:2].C([N:19](CC)CC)C.ClC(OCC)=O.N.[Cl-].[NH4+]. The catalyst is O1CCCC1. The product is [C:14]([C@@H:9]1[CH2:10][C@@H:11]([OH:13])[CH2:12][N:8]1[C:6]([O:5][C:1]([CH3:4])([CH3:3])[CH3:2])=[O:7])(=[O:16])[NH2:19]. The yield is 0.860. (4) The reactants are C[O:2][C:3]([C:5]1[N:9]([C:10]([O:12][CH2:13][C:14]2[CH:19]=[CH:18][CH:17]=[CH:16][CH:15]=2)=[O:11])[N:8]=[C:7]([N:20]2[CH2:25][CH2:24][N:23]([C:26](=[O:37])[C:27]3[CH:32]=[CH:31][CH:30]=[CH:29][C:28]=3[C:33]([F:36])([F:35])[F:34])[CH2:22][CH2:21]2)[CH:6]=1)=O.[CH2:38]([NH2:43])[CH2:39][CH2:40][CH2:41][CH3:42].[C-]#N.[Na+]. No catalyst specified. The product is [CH2:13]([O:12][C:10]([N:9]1[C:5]([C:3](=[O:2])[NH:43][CH2:38][CH2:39][CH2:40][CH2:41][CH3:42])=[CH:6][C:7]([N:20]2[CH2:25][CH2:24][N:23]([C:26](=[O:37])[C:27]3[CH:32]=[CH:31][CH:30]=[CH:29][C:28]=3[C:33]([F:34])([F:36])[F:35])[CH2:22][CH2:21]2)=[N:8]1)=[O:11])[C:14]1[CH:19]=[CH:18][CH:17]=[CH:16][CH:15]=1. The yield is 0.100. (5) The reactants are [CH3:1][O:2][C:3]1[CH:4]=[C:5]([OH:9])[CH:6]=[CH:7][CH:8]=1.[Br:10]Br.[O-]S([O-])(=S)=O.[Na+].[Na+]. The catalyst is C(=S)=S. The product is [Br:10][C:6]1[CH:7]=[CH:8][C:3]([O:2][CH3:1])=[CH:4][C:5]=1[OH:9]. The yield is 0.640.